Dataset: Merck oncology drug combination screen with 23,052 pairs across 39 cell lines. Task: Regression. Given two drug SMILES strings and cell line genomic features, predict the synergy score measuring deviation from expected non-interaction effect. Drug 1: O=S1(=O)NC2(CN1CC(F)(F)F)C1CCC2Cc2cc(C=CCN3CCC(C(F)(F)F)CC3)ccc2C1. Drug 2: CC(=O)OC1C(=O)C2(C)C(O)CC3OCC3(OC(C)=O)C2C(OC(=O)c2ccccc2)C2(O)CC(OC(=O)C(O)C(NC(=O)c3ccccc3)c3ccccc3)C(C)=C1C2(C)C. Cell line: PA1. Synergy scores: synergy=19.2.